From a dataset of Full USPTO retrosynthesis dataset with 1.9M reactions from patents (1976-2016). Predict the reactants needed to synthesize the given product. Given the product [Cl:1][C:2]1[CH:3]=[C:4]([CH:21]=[CH:22][CH:23]=1)[CH2:5][CH:6]1[CH:9]([C:14]2[CH:19]=[CH:18][C:17]([F:20])=[CH:16][CH:15]=2)[CH2:10][NH:11][CH2:7]1, predict the reactants needed to synthesize it. The reactants are: [Cl:1][C:2]1[CH:3]=[C:4]([CH:21]=[CH:22][CH:23]=1)[CH2:5][CH:6]([CH:9]([C:14]1[CH:19]=[CH:18][C:17]([F:20])=[CH:16][CH:15]=1)[CH2:10][N+:11]([O-])=O)[CH:7]=O.C(O)(=O)C.C([BH3-])#N.[Na+].[OH-].[Na+].